Dataset: Reaction yield outcomes from USPTO patents with 853,638 reactions. Task: Predict the reaction yield, written as a fraction of the theoretical maximum amount of product (1.0 means a 100% yield; for example, 0.34 means a 34% yield). (1) The reactants are [NH2:1][C:2]1[CH:7]=[C:6]([C:8]#[N:9])[C:5]([C:10]#[N:11])=[CH:4][C:3]=1[NH2:12].[CH:13](=O)[C:14]1[CH:19]=[CH:18][CH:17]=[CH:16][CH:15]=1.O=O.[CH2:23]1[CH2:33]CN2C(=NCCC2)C[CH2:24]1.ICCC. The catalyst is CN1C(=O)CCC1.C1CCN2C(=NCCC2)CC1.ICCC.C(OCC)(=O)C. The product is [C:10]([C:5]1[C:6]([C:8]#[N:9])=[CH:7][C:2]2[N:1]([CH2:24][CH2:23][CH3:33])[C:13]([C:14]3[CH:19]=[CH:18][CH:17]=[CH:16][CH:15]=3)=[N:12][C:3]=2[CH:4]=1)#[N:11]. The yield is 0.440. (2) The reactants are Br[C:2]1[C:15]2[CH:16]=[CH:17][CH:18]=[CH:19][C:14]=2[C:13]2[C:12]3[CH:11]=[CH:10][CH:9]=[CH:8][C:7]=3[CH:6]=[CH:5][C:4]=2[CH:3]=1.C([Li])CCC.[B:25](OC(C)C)([O:30]C(C)C)[O:26]C(C)C.Cl. The catalyst is CCOCC.CCCCCC. The product is [CH:19]1[C:14]2[C:13]3[C:12]4[CH:11]=[CH:10][CH:9]=[CH:8][C:7]=4[CH:6]=[CH:5][C:4]=3[CH:3]=[C:2]([B:25]([OH:30])[OH:26])[C:15]=2[CH:16]=[CH:17][CH:18]=1. The yield is 0.600.